From a dataset of Catalyst prediction with 721,799 reactions and 888 catalyst types from USPTO. Predict which catalyst facilitates the given reaction. (1) Reactant: F[C:2](F)(F)C(O)=O.[NH2:8][C:9]1[C:14]([C:15]([NH2:17])=[O:16])=[C:13]([N:18]2[CH2:23][CH2:22][CH:21]([C:24]3[N:25]([CH2:40][CH:41]4[CH2:44][NH:43][CH2:42]4)[CH:26]=[C:27]([C:29]4[CH:34]=[CH:33][C:32]([F:35])=[C:31]([C:36]([F:39])([F:38])[F:37])[CH:30]=4)[N:28]=3)[CH2:20][CH2:19]2)[N:12]=[CH:11][N:10]=1.C(O)=O.C=O. Product: [NH2:8][C:9]1[C:14]([C:15]([NH2:17])=[O:16])=[C:13]([N:18]2[CH2:23][CH2:22][CH:21]([C:24]3[N:25]([CH2:40][CH:41]4[CH2:44][N:43]([CH3:2])[CH2:42]4)[CH:26]=[C:27]([C:29]4[CH:34]=[CH:33][C:32]([F:35])=[C:31]([C:36]([F:37])([F:39])[F:38])[CH:30]=4)[N:28]=3)[CH2:20][CH2:19]2)[N:12]=[CH:11][N:10]=1. The catalyst class is: 8. (2) Reactant: [Cl:1][C:2]1[CH:3]=[C:4]([O:12][C:13]2[CH:21]=[CH:20][C:16]([C:17]([NH2:19])=[O:18])=[CH:15][C:14]=2[C:22]2[C:23]([O:28][CH3:29])=[N:24][CH:25]=[CH:26][CH:27]=2)[CH:5]=[N:6][C:7]=1[O:8][CH:9]([CH3:11])[CH3:10].C[Si]([N-][Si](C)(C)C)(C)C.[Li+].[CH3:40][S:41](Cl)(=[O:43])=[O:42].[Cl-].[NH4+]. Product: [Cl:1][C:2]1[CH:3]=[C:4]([O:12][C:13]2[CH:21]=[CH:20][C:16]([C:17]([NH:19][S:41]([CH3:40])(=[O:43])=[O:42])=[O:18])=[CH:15][C:14]=2[C:22]2[C:23]([O:28][CH3:29])=[N:24][CH:25]=[CH:26][CH:27]=2)[CH:5]=[N:6][C:7]=1[O:8][CH:9]([CH3:10])[CH3:11]. The catalyst class is: 1. (3) Reactant: [CH3:1][O:2][C:3]1[CH:15]=[CH:14][C:6]([CH2:7][NH:8][C:9]2[S:10][CH:11]=[N:12][N:13]=2)=[CH:5][CH:4]=1.C[Si]([N-][Si](C)(C)C)(C)C.[Li+].[Cl:26][C:27]1[C:36]2[C:31](=[CH:32][C:33]([S:37](OC3C(F)=C(F)C(F)=C(F)C=3F)(=[O:39])=[O:38])=[CH:34][CH:35]=2)[C:30](=[O:52])[NH:29][N:28]=1. Product: [Cl:26][C:27]1[C:36]2[C:31](=[CH:32][C:33]([S:37]([N:8]([CH2:7][C:6]3[CH:5]=[CH:4][C:3]([O:2][CH3:1])=[CH:15][CH:14]=3)[C:9]3[S:10][CH:11]=[N:12][N:13]=3)(=[O:38])=[O:39])=[CH:34][CH:35]=2)[C:30](=[O:52])[NH:29][N:28]=1. The catalyst class is: 7.